This data is from Catalyst prediction with 721,799 reactions and 888 catalyst types from USPTO. The task is: Predict which catalyst facilitates the given reaction. (1) Reactant: [CH3:1][O:2][C:3]1[N:8]=[CH:7][C:6]([CH2:9]O)=[CH:5][CH:4]=1.S(Cl)([Cl:13])=O.C1(C)C=CC=CC=1.[OH-].[Na+]. Product: [Cl:13][CH2:9][C:6]1[CH:5]=[CH:4][C:3]([O:2][CH3:1])=[N:8][CH:7]=1. The catalyst class is: 9. (2) Reactant: [C:1]([O:5][C:6]([NH:8][C:9]1[CH:10]=[CH:11][C:12]([CH3:18])=[C:13]([CH:17]=1)[C:14]([OH:16])=O)=[O:7])([CH3:4])([CH3:3])[CH3:2].[CH3:19][C:20]1[S:21][C:22]([NH2:25])=[CH:23][N:24]=1.CN(C(ON1N=NC2C=CC=NC1=2)=[N+](C)C)C.F[P-](F)(F)(F)(F)F.N1C=CC=CC=1. Product: [CH3:18][C:12]1[CH:11]=[CH:10][C:9]([NH:8][C:6](=[O:7])[O:5][C:1]([CH3:2])([CH3:3])[CH3:4])=[CH:17][C:13]=1[C:14]([NH:25][C:22]1[S:21][C:20]([CH3:19])=[N:24][CH:23]=1)=[O:16]. The catalyst class is: 31. (3) Reactant: [Cl:1][C:2]1[CH:3]=[C:4]([N:8]2[N:12]=[N:11][C:10]([C@H:13]3[CH2:17][CH2:16][C@@H:15]([C:18]([O:20][CH2:21][CH3:22])=[O:19])[N:14]3C(OC(C)(C)C)=O)=[N:9]2)[CH:5]=[CH:6][CH:7]=1.C(O)(C(F)(F)F)=O. Product: [Cl:1][C:2]1[CH:3]=[C:4]([N:8]2[N:12]=[N:11][C:10]([C@@H:13]3[NH:14][C@H:15]([C:18]([O:20][CH2:21][CH3:22])=[O:19])[CH2:16][CH2:17]3)=[N:9]2)[CH:5]=[CH:6][CH:7]=1. The catalyst class is: 2. (4) Reactant: [C:1]([C:3]1([C:16]2[CH:21]=[C:20]([CH2:22][OH:23])[CH:19]=[CH:18][N:17]=2)[CH2:8][CH2:7][N:6]([C:9]([O:11][C:12]([CH3:15])([CH3:14])[CH3:13])=[O:10])[CH2:5][CH2:4]1)#[N:2].OI1(=O)C2C=CC=CC=2C(=O)O1. Product: [C:1]([C:3]1([C:16]2[CH:21]=[C:20]([CH:22]=[O:23])[CH:19]=[CH:18][N:17]=2)[CH2:8][CH2:7][N:6]([C:9]([O:11][C:12]([CH3:15])([CH3:14])[CH3:13])=[O:10])[CH2:5][CH2:4]1)#[N:2]. The catalyst class is: 10. (5) Reactant: N(C(OC(C)C)=O)=NC(OC(C)C)=O.[NH2:15][C:16]1[CH:21]=[CH:20][C:19]([OH:22])=[CH:18][C:17]=1[N+:23]([O-:25])=[O:24].C1(P(C2C=CC=CC=2)C2C=CC=CC=2)C=CC=CC=1.O[CH2:46][CH2:47][N:48]1[CH2:53][CH2:52][O:51][CH2:50][CH2:49]1. Product: [N:48]1([CH2:47][CH2:46][O:22][C:19]2[CH:20]=[CH:21][C:16]([NH2:15])=[C:17]([N+:23]([O-:25])=[O:24])[CH:18]=2)[CH2:53][CH2:52][O:51][CH2:50][CH2:49]1. The catalyst class is: 7. (6) Reactant: Cl.Cl.Cl.[O:4]1[C:8]2[CH:9]=[CH:10][CH:11]=[C:12]([N:13]3[CH2:18][CH2:17][N:16]([CH2:19][CH2:20][C@H:21]4[CH2:26][CH2:25][C@H:24]([NH2:27])[CH2:23][CH2:22]4)[CH2:15][CH2:14]3)[C:7]=2[O:6][CH2:5]1.C(N(CC)C(C)C)(C)C.[F:37][C:38]([F:45])([F:44])[CH2:39][S:40](Cl)(=[O:42])=[O:41].C([O-])(O)=O.[Na+]. Product: [O:4]1[C:8]2[CH:9]=[CH:10][CH:11]=[C:12]([N:13]3[CH2:18][CH2:17][N:16]([CH2:19][CH2:20][C@H:21]4[CH2:26][CH2:25][C@H:24]([NH:27][S:40]([CH2:39][C:38]([F:45])([F:44])[F:37])(=[O:42])=[O:41])[CH2:23][CH2:22]4)[CH2:15][CH2:14]3)[C:7]=2[O:6][CH2:5]1. The catalyst class is: 4. (7) Product: [CH2:14]([N:11]([CH2:12][CH3:13])[CH2:9][CH2:8][C:5]1[CH:4]=[CH:3][C:2]([NH2:1])=[CH:7][CH:6]=1)[CH3:15]. The catalyst class is: 1. Reactant: [NH2:1][C:2]1[CH:7]=[CH:6][C:5]([CH2:8][C:9]([N:11]([CH2:14][CH3:15])[CH2:12][CH3:13])=O)=[CH:4][CH:3]=1.CSC.B.Cl.[OH-].[Na+].